This data is from Forward reaction prediction with 1.9M reactions from USPTO patents (1976-2016). The task is: Predict the product of the given reaction. Given the reactants [NH2:1][C:2]1[CH:7]=[CH:6][CH:5]=[CH:4][C:3]=1[CH:8]1[N:13]2[N:14]=[C:15]([C:19]3[CH:24]=[CH:23][C:22]([O:25][CH2:26][CH:27]4[CH2:29][CH2:28]4)=[CH:21][CH:20]=3)[C:16]([C:17]#[N:18])=[C:12]2[NH:11][CH2:10][CH2:9]1.[OH-:30].[Na+].OO, predict the reaction product. The product is: [NH2:1][C:2]1[CH:7]=[CH:6][CH:5]=[CH:4][C:3]=1[CH:8]1[N:13]2[N:14]=[C:15]([C:19]3[CH:20]=[CH:21][C:22]([O:25][CH2:26][CH:27]4[CH2:29][CH2:28]4)=[CH:23][CH:24]=3)[C:16]([C:17]([NH2:18])=[O:30])=[C:12]2[NH:11][CH2:10][CH2:9]1.